From a dataset of CYP1A2 inhibition data for predicting drug metabolism from PubChem BioAssay. Regression/Classification. Given a drug SMILES string, predict its absorption, distribution, metabolism, or excretion properties. Task type varies by dataset: regression for continuous measurements (e.g., permeability, clearance, half-life) or binary classification for categorical outcomes (e.g., BBB penetration, CYP inhibition). Dataset: cyp1a2_veith. (1) The molecule is CN1[C@@H](C[C@H](O)c2ccccc2)CCC[C@@H]1C[C@@H](O)c1ccccc1. The result is 1 (inhibitor). (2) The drug is COc1ccc(C(=O)n2c(SC)nc3cc4c(cc32)OCCO4)cc1. The result is 1 (inhibitor).